This data is from Forward reaction prediction with 1.9M reactions from USPTO patents (1976-2016). The task is: Predict the product of the given reaction. (1) Given the reactants [Br:1][C:2]1[CH:10]=[CH:9][C:5]([C:6]([OH:8])=O)=[C:4]([Cl:11])[CH:3]=1.[CH3:12][C:13]1[CH:18]=[C:17]([CH3:19])[CH:16]=[CH:15][C:14]=1[N:20]1[CH2:25][CH2:24][NH:23][CH2:22][CH2:21]1, predict the reaction product. The product is: [Br:1][C:2]1[CH:10]=[CH:9][C:5]([C:6]([N:23]2[CH2:24][CH2:25][N:20]([C:14]3[CH:15]=[CH:16][C:17]([CH3:19])=[CH:18][C:13]=3[CH3:12])[CH2:21][CH2:22]2)=[O:8])=[C:4]([Cl:11])[CH:3]=1. (2) Given the reactants [C:1]([O:5][C:6]([NH:8][C@@H:9]([CH3:24])[CH2:10][N:11]1[C:19]2[C:14](=[CH:15][CH:16]=[C:17]3[CH:23]=[CH:22][CH:21]=[CH:20][C:18]3=2)[CH:13]=[CH:12]1)=[O:7])([CH3:4])([CH3:3])[CH3:2].C([BH3-])#N.[Na+], predict the reaction product. The product is: [C:1]([O:5][C:6]([NH:8][C@@H:9]([CH3:24])[CH2:10][N:11]1[C:19]2[C:14](=[CH:15][CH:16]=[C:17]3[CH:23]=[CH:22][CH:21]=[CH:20][C:18]3=2)[CH2:13][CH2:12]1)=[O:7])([CH3:4])([CH3:2])[CH3:3]. (3) Given the reactants [C:1]([C:3]1[CH:8]=[C:7]([O:9][CH:10]2[CH2:19][CH2:18][C:17]3[CH:16]=[C:15]([C:20]([O:22][CH3:23])=[O:21])[CH:14]=[CH:13][C:12]=3[CH2:11]2)[CH:6]=[CH:5][N:4]=1)#N.[CH3:24][O-:25].[Na+].Cl.C[OH:29], predict the reaction product. The product is: [CH3:23][O:22][C:20]([C:15]1[CH:16]=[C:17]2[C:12](=[CH:13][CH:14]=1)[CH2:11][CH:10]([O:9][C:7]1[CH:6]=[CH:5][N:4]=[C:3]([C:1]([O:25][CH3:24])=[O:29])[CH:8]=1)[CH2:19][CH2:18]2)=[O:21].